Task: Predict the reaction yield, written as a fraction of the theoretical maximum amount of product (1.0 means a 100% yield; for example, 0.34 means a 34% yield).. Dataset: Reaction yield outcomes from USPTO patents with 853,638 reactions (1) The reactants are [CH3:1][O:2][C:3]1[CH:4]=[C:5]([CH2:13][CH2:14][C:15]([OH:17])=O)[CH:6]=[C:7]([O:11][CH3:12])[C:8]=1[O:9][CH3:10].C1C=CC2N(O)N=NC=2C=1.CCN=C=NCCCN(C)C.[ClH:39].[F:40][C:41]1[CH:55]=[CH:54][CH:53]=[CH:52][C:42]=1[O:43][CH2:44][CH2:45][N:46]1[CH2:51][CH2:50][NH:49][CH2:48][CH2:47]1.C(N(CC)CC)C. The catalyst is CN(C=O)C.O. The product is [ClH:39].[F:40][C:41]1[CH:55]=[CH:54][CH:53]=[CH:52][C:42]=1[O:43][CH2:44][CH2:45][N:46]1[CH2:47][CH2:48][N:49]([C:15](=[O:17])[CH2:14][CH2:13][C:5]2[CH:6]=[C:7]([O:11][CH3:12])[C:8]([O:9][CH3:10])=[C:3]([O:2][CH3:1])[CH:4]=2)[CH2:50][CH2:51]1. The yield is 0.520. (2) The reactants are [C:1]([O:12][CH3:13])(=[O:11])[C:2]1[CH:10]=[CH:9][CH:8]=[C:4]([C:5]([O-:7])=[O:6])[CH:3]=1.Cl[C:15]1[CH:20]=[CH:19][CH:18]=[CH:17][CH:16]=1.[CH2:21](P(C12CC3CC(CC(C3)C1)C2)C12CC3CC(CC(C3)C1)C2)CCC.C([O-])([O-])=O.[Cs+].[Cs+].C[Si](C=[N+]=[N-])(C)C. The catalyst is CO.C([O-])(=O)C.[Pd+2].C([O-])(=O)C.CN(C=O)C. The product is [C:15]1([C:8]2[CH:9]=[CH:10][C:2]([C:1]([O:12][CH3:13])=[O:11])=[CH:3][C:4]=2[C:5]([O:7][CH3:21])=[O:6])[CH:20]=[CH:19][CH:18]=[CH:17][CH:16]=1. The yield is 0.750. (3) The reactants are [C:1]([O:5][C:6](=[O:17])[N:7]([CH2:14][CH:15]=[CH2:16])[CH2:8][C:9]#[C:10][CH2:11][CH2:12][CH3:13])([CH3:4])([CH3:3])[CH3:2].C[N+]1([O-])CC[O:22][CH2:21]C1. The catalyst is ClCCl.[CH-]=O.[CH-]=O.[C-]#[O+].[C-]#[O+].[C-]#[O+].[C-]#[O+].[C-]#[O+].[C-]#[O+].[Co].[Co+2]. The product is [C:1]([O:5][C:6]([N:7]1[CH2:14][CH:15]2[CH2:16][C:21](=[O:22])[C:10]([CH2:11][CH2:12][CH3:13])=[C:9]2[CH2:8]1)=[O:17])([CH3:3])([CH3:2])[CH3:4]. The yield is 0.380. (4) The reactants are Br[C:2]1[CH:3]=[C:4]2[C:10]([C:11]3[CH:16]=[CH:15][CH:14]=[CH:13][C:12]=3[O:17][CH3:18])=[CH:9][N:8]([CH2:19][O:20][CH2:21][CH2:22][O:23][CH3:24])[C:5]2=[N:6][CH:7]=1.[Cl-].C(C1C=CC=C(C(C)C)[C:30]=1[C:38]1NC=[C:40]([C:43]2C(C(C)C)=CC=CC=2C(C)C)[NH+:39]=1)(C)C.CC(C)([O-:58])C.[K+]. The catalyst is C1C=CC(C#N)=CC=1.C1C=CC(C#N)=CC=1.Cl[Pd]Cl. The product is [CH3:24][O:23][CH2:22][CH2:21][O:20][CH2:19][N:8]1[C:5]2=[N:6][CH:7]=[C:2]([N:39]3[CH2:40][CH2:43][O:58][CH2:30][CH2:38]3)[CH:3]=[C:4]2[C:10]([C:11]2[CH:16]=[CH:15][CH:14]=[CH:13][C:12]=2[O:17][CH3:18])=[CH:9]1. The yield is 0.330. (5) The reactants are Cl[CH2:2][C:3]1[CH:4]=[C:5]([F:12])[C:6]2[O:10][CH2:9][O:8][C:7]=2[CH:11]=1.[C-:13]#[N:14].[Na+].O. The catalyst is CS(C)=O. The product is [F:12][C:5]1[C:6]2[O:10][CH2:9][O:8][C:7]=2[CH:11]=[C:3]([CH2:2][C:13]#[N:14])[CH:4]=1. The yield is 0.700.